From a dataset of Reaction yield outcomes from USPTO patents with 853,638 reactions. Predict the reaction yield, written as a fraction of the theoretical maximum amount of product (1.0 means a 100% yield; for example, 0.34 means a 34% yield). (1) The reactants are O1[C:5]2([CH2:10][CH2:9][CH:8]([N:11]3[C:16](=[O:17])[C:15]([CH2:18][C:19]4[CH:24]=[CH:23][C:22]([C:25]5[C:26]([C:31]#[N:32])=[CH:27][CH:28]=[CH:29][CH:30]=5)=[C:21]([CH3:33])[CH:20]=4)=[C:14]([CH2:34][CH2:35][CH3:36])[N:13]4[N:37]=[CH:38][CH:39]=[C:12]34)[CH2:7][CH2:6]2)[O:4]CC1.Cl.[OH-].[Na+]. The catalyst is O1CCCC1.C(OCC)(=O)C. The product is [OH:4][C@H:5]1[CH2:6][CH2:7][C@H:8]([N:11]2[C:16](=[O:17])[C:15]([CH2:18][C:19]3[CH:24]=[CH:23][C:22]([C:25]4[C:26]([C:31]#[N:32])=[CH:27][CH:28]=[CH:29][CH:30]=4)=[C:21]([CH3:33])[CH:20]=3)=[C:14]([CH2:34][CH2:35][CH3:36])[N:13]3[N:37]=[CH:38][CH:39]=[C:12]23)[CH2:9][CH2:10]1. The yield is 0.940. (2) The reactants are [CH2:1]([C:5]1[N:10]=[C:9]([CH3:11])[N:8]([C:12]2[CH:17]=[CH:16][CH:15]=[C:14]([CH:18]([OH:20])[CH3:19])[CH:13]=2)[C:7](=[O:21])[C:6]=1[CH2:22][C:23]1[CH:28]=[CH:27][C:26]([C:29]2[CH:34]=[CH:33][CH:32]=[CH:31][C:30]=2[C:35]2[NH:39][C:38](=[O:40])[O:37][N:36]=2)=[CH:25][CH:24]=1)[CH2:2][CH2:3][CH3:4].CC(OI1(OC(C)=O)(OC(C)=O)OC(=O)C2C1=CC=CC=2)=O.C(OCC)(=O)C.S([O-])([O-])(=O)=S.[Na+].[Na+]. The catalyst is C(#N)C.O. The product is [C:18]([C:14]1[CH:13]=[C:12]([N:8]2[C:7](=[O:21])[C:6]([CH2:22][C:23]3[CH:24]=[CH:25][C:26]([C:29]4[CH:34]=[CH:33][CH:32]=[CH:31][C:30]=4[C:35]4[NH:39][C:38](=[O:40])[O:37][N:36]=4)=[CH:27][CH:28]=3)=[C:5]([CH2:1][CH2:2][CH2:3][CH3:4])[N:10]=[C:9]2[CH3:11])[CH:17]=[CH:16][CH:15]=1)(=[O:20])[CH3:19]. The yield is 0.710. (3) The reactants are [Cl:1][C:2]1[CH:7]=[CH:6][C:5]([N+:8]([O-:10])=[O:9])=[CH:4][C:3]=1[OH:11].C(=O)([O-])[O-].[K+].[K+].[CH3:18][O:19][C:20]1[CH:27]=[CH:26][C:23]([CH2:24]Br)=[CH:22][CH:21]=1. The catalyst is C(#N)C. The product is [Cl:1][C:2]1[CH:7]=[CH:6][C:5]([N+:8]([O-:10])=[O:9])=[CH:4][C:3]=1[O:11][CH2:24][C:23]1[CH:26]=[CH:27][C:20]([O:19][CH3:18])=[CH:21][CH:22]=1. The yield is 0.890.